Dataset: Experimental lipophilicity measurements (octanol/water distribution) for 4,200 compounds from AstraZeneca. Task: Regression/Classification. Given a drug SMILES string, predict its absorption, distribution, metabolism, or excretion properties. Task type varies by dataset: regression for continuous measurements (e.g., permeability, clearance, half-life) or binary classification for categorical outcomes (e.g., BBB penetration, CYP inhibition). For this dataset (lipophilicity_astrazeneca), we predict Y. (1) The compound is c1cnc2cccnc2c1. The Y is 0.890 logD. (2) The Y is 1.38 logD. The molecule is CCC(c1nc2ccsc2c(=O)n1Cc1ccccc1)N(CCCN)C(=O)c1ccccc1. (3) The Y is 1.70 logD. The drug is CN(C)c1ccc(S(=O)(=O)NC(=O)N2CCC(N3CCC(Oc4ccc(Cl)c(Cl)c4)CC3)CC2)cc1. (4) The molecule is Cc1noc(C)c1CCC1CCN(S(=O)(=O)CC2(N(O)C=O)CCC(F)(F)CC2)CC1. The Y is 2.10 logD. (5) The Y is 3.70 logD. The drug is CCCc1c(C(=O)Nc2cc(C)on2)cnn1-c1ccccc1. (6) The drug is O=S(=O)(Nc1cccnc1)c1cccs1. The Y is 0.540 logD.